Dataset: HIV replication inhibition screening data with 41,000+ compounds from the AIDS Antiviral Screen. Task: Binary Classification. Given a drug SMILES string, predict its activity (active/inactive) in a high-throughput screening assay against a specified biological target. (1) The compound is Cc1nn(C)c2nc(=O)n(C)c(=O)c-2[n+]1[O-]. The result is 0 (inactive). (2) The drug is O=C(O)CCCCCCCCCCCI. The result is 1 (active). (3) The molecule is O=S1(=O)C(c2ccc(F)cc2)=C(O)c2cc3ccccc3nc21. The result is 0 (inactive). (4) The molecule is COc1ccc(C2CC(=O)c3c(O)cc(O)cc3O2)cc1O. The result is 0 (inactive). (5) The molecule is Cc1cc(=O)oc2cc(OCc3nc(O)c4ccccc4n3)ccc12. The result is 0 (inactive). (6) The compound is Cc1nc2ccc(C(F)(F)F)cc2nc1Nc1ccc(Cl)c(Cl)c1.Cl. The result is 0 (inactive). (7) The compound is COc1ccc([PH](Cc2ccccc2)(c2ccccc2)c2ccc3ccccc3c2)cc1. The result is 0 (inactive). (8) The drug is O=C(CC(=O)c1cccc2ccccc12)C(=O)Nc1ccc(Cl)cc1. The result is 0 (inactive). (9) The molecule is COc1cc2oc3cc(=O)cc4oc(-c5ccccc5)cc(c2c2c1CCC(c1ccccc1)O2)c43. The result is 0 (inactive). (10) The molecule is Nc1ncnc2c1ccn2COC(CO)CO. The result is 0 (inactive).